This data is from Full USPTO retrosynthesis dataset with 1.9M reactions from patents (1976-2016). The task is: Predict the reactants needed to synthesize the given product. (1) Given the product [F:19][C:16]([C:7]1[CH:6]=[C:5]2[C:4]([C:3](=[O:21])[N:24]([NH:33][S:30]([CH3:29])(=[O:32])=[O:31])[C:27](=[O:35])[NH:20]2)=[CH:9][C:8]=1[C:10]1[N:11]([CH3:15])[N:12]=[CH:13][CH:14]=1)([F:18])[CH3:17], predict the reactants needed to synthesize it. The reactants are: CO[C:3](=[O:21])[C:4]1[CH:9]=[C:8]([C:10]2[N:11]([CH3:15])[N:12]=[CH:13][CH:14]=2)[C:7]([C:16]([F:19])([F:18])[CH3:17])=[CH:6][C:5]=1[NH2:20].CC[N:24]([CH2:27]C)CC.[CH3:29][S:30]([NH:33]N)(=[O:32])=[O:31].[OH-:35].[Na+]. (2) Given the product [C:36]([O:40][CH2:41][CH2:42][O:43][C:34](=[O:35])[NH:33][C:29]1[CH:30]=[CH:31][CH:32]=[C:27]([S:26][CH3:25])[CH:28]=1)(=[O:39])[CH:37]=[CH2:38], predict the reactants needed to synthesize it. The reactants are: CN(CCCN1CN(CCCN(C)C)CN(CCCN(C)C)C1)C.[CH3:25][S:26][C:27]1[CH:28]=[C:29]([N:33]=[C:34]=[O:35])[CH:30]=[CH:31][CH:32]=1.[C:36]([O:40][CH2:41][CH2:42][OH:43])(=[O:39])[CH:37]=[CH2:38].[N-]=C=O. (3) Given the product [Cl:28][C:29]1[CH:34]=[CH:33][C:32]([C:10]2[CH:11]=[CH:12][C:7]([O:6][CH2:5][C:4]([OH:3])=[O:27])=[C:8]([C:14]([C:16]3[CH:17]=[N:18][N:19]([C:21]4[CH:26]=[CH:25][CH:24]=[CH:23][CH:22]=4)[CH:20]=3)=[O:15])[CH:9]=2)=[CH:31][CH:30]=1, predict the reactants needed to synthesize it. The reactants are: C([O:3][C:4](=[O:27])[CH2:5][O:6][C:7]1[CH:12]=[CH:11][C:10](Br)=[CH:9][C:8]=1[C:14]([C:16]1[CH:17]=[N:18][N:19]([C:21]2[CH:26]=[CH:25][CH:24]=[CH:23][CH:22]=2)[CH:20]=1)=[O:15])C.[Cl:28][C:29]1[CH:34]=[CH:33][C:32](B(O)O)=[CH:31][CH:30]=1. (4) Given the product [C:18]([CH:17]([CH2:16][CH2:15][CH2:14][CH2:13][C:11]#[N:12])[CH2:30][C:31]1[CH:36]=[CH:35][C:34]([C:37]([O:39][CH3:40])=[O:38])=[CH:33][CH:32]=1)([OH:20])=[O:19], predict the reactants needed to synthesize it. The reactants are: C(N(CC)CC)C.C(O)=O.[C:11]([CH2:13][CH2:14][CH2:15][CH2:16][C:17]([CH2:30][C:31]1[CH:36]=[CH:35][C:34]([C:37]([O:39][CH3:40])=[O:38])=[CH:33][CH:32]=1)(C(OCC=C)=O)[C:18]([O:20]CC=C)=[O:19])#[N:12]. (5) Given the product [CH3:25][C@H:10]1[C@H:9]([NH:8][CH3:6])[CH2:14][CH2:13][CH2:12][N:11]1[C:15]([O:17][CH2:18][C:19]1[CH:24]=[CH:23][CH:22]=[CH:21][CH:20]=1)=[O:16], predict the reactants needed to synthesize it. The reactants are: C(O[C:6]([N:8](C)[C@@H:9]1[CH2:14][CH2:13][CH2:12][N:11]([C:15]([O:17][CH2:18][C:19]2[CH:24]=[CH:23][CH:22]=[CH:21][CH:20]=2)=[O:16])[C@H:10]1[CH3:25])=O)(C)(C)C.Cl. (6) Given the product [C:31]([C:24]1[CH:25]=[C:26]2[C:21](=[CH:22][CH:23]=1)[NH:20][CH:19]([C:15]1[CH:14]=[C:13]([NH:12][S:8]([C:5]3[CH:6]=[CH:7][C:2]([CH3:1])=[CH:3][CH:4]=3)(=[O:10])=[O:9])[CH:18]=[CH:17][CH:16]=1)[CH2:28][C:27]2([CH3:30])[CH3:29])#[N:32], predict the reactants needed to synthesize it. The reactants are: [CH3:1][C:2]1[CH:7]=[CH:6][C:5]([S:8](Cl)(=[O:10])=[O:9])=[CH:4][CH:3]=1.[NH2:12][C:13]1[CH:14]=[C:15]([CH:19]2[CH2:28][C:27]([CH3:30])([CH3:29])[C:26]3[C:21](=[CH:22][CH:23]=[C:24]([C:31]#[N:32])[CH:25]=3)[NH:20]2)[CH:16]=[CH:17][CH:18]=1.N1C=CC=CC=1.